This data is from Reaction yield outcomes from USPTO patents with 853,638 reactions. The task is: Predict the reaction yield, written as a fraction of the theoretical maximum amount of product (1.0 means a 100% yield; for example, 0.34 means a 34% yield). (1) The reactants are [C:1]1(B(O)O)[CH:6]=[CH:5][CH:4]=[CH:3][CH:2]=1.Br[C:11]1[C:26]([O:27][CH2:28][C:29]2[CH:34]=[CH:33][CH:32]=[CH:31][CH:30]=2)=[CH:25][C:14]([O:15][CH2:16][CH2:17][CH2:18][CH2:19][C:20]([CH3:24])([CH3:23])[C:21]#[N:22])=[C:13]([CH2:35][CH3:36])[CH:12]=1.C(=O)(O)[O-].[Na+]. The catalyst is C(O)C.C1(C)C=CC=CC=1.O.C(OCC)(=O)C. The product is [CH2:35]([C:13]1[CH:12]=[C:11]([C:1]2[CH:6]=[CH:5][CH:4]=[CH:3][CH:2]=2)[C:26]([O:27][CH2:28][C:29]2[CH:34]=[CH:33][CH:32]=[CH:31][CH:30]=2)=[CH:25][C:14]=1[O:15][CH2:16][CH2:17][CH2:18][CH2:19][C:20]([CH3:24])([CH3:23])[C:21]#[N:22])[CH3:36]. The yield is 0.830. (2) The catalyst is C(Cl)Cl.CN(C=O)C. The yield is 0.510. The reactants are C(Cl)(=O)C(Cl)=O.[F:7][C:8]1[CH:9]=[C:10]([CH:14]=[CH:15][C:16]=1[F:17])[C:11]([OH:13])=O.Cl.[NH:19]1[CH2:22][CH2:21][CH2:20]1.C(N(CC)CC)C. The product is [F:7][C:8]1[CH:9]=[C:10]([CH:14]=[CH:15][C:16]=1[F:17])[C:11]([N:19]1[CH2:22][CH2:21][CH2:20]1)=[O:13]. (3) The reactants are [Cl:1][C:2]1[CH:3]=[C:4]2[C:8](=[CH:9][CH:10]=1)[NH:7][CH:6]=[C:5]2[CH2:11][CH2:12][NH:13][C:14](=[O:23])[C:15]1[CH:20]=[CH:19][C:18]([CH2:21]Cl)=[CH:17][CH:16]=1.[NH:24]1[CH2:29][CH2:28][NH:27][CH2:26][CH2:25]1.[I-].[Na+]. The catalyst is C1COCC1. The product is [Cl:1][C:2]1[CH:3]=[C:4]2[C:8](=[CH:9][CH:10]=1)[NH:7][CH:6]=[C:5]2[CH2:11][CH2:12][NH:13][C:14](=[O:23])[C:15]1[CH:20]=[CH:19][C:18]([CH2:21][N:24]2[CH2:29][CH2:28][NH:27][CH2:26][CH2:25]2)=[CH:17][CH:16]=1. The yield is 0.690.